Dataset: Forward reaction prediction with 1.9M reactions from USPTO patents (1976-2016). Task: Predict the product of the given reaction. (1) The product is: [CH3:20][C:16]1[CH:15]=[C:14]([N:1]2[CH:6]=[CH:5][CH:4]=[CH:3][C:2]2=[O:29])[CH:13]=[CH:18][C:17]=1[CH3:19]. Given the reactants [N:1]1[CH:6]=[CH:5][CH:4]=[CH:3][CH:2]=1.FC(F)(F)S(O[C:13]1[CH:18]=[C:17]([CH3:19])[C:16]([CH3:20])=[CH:15][C:14]=1[Si](C)(C)C)(=O)=O.[F-].[K+].[O:29]1CCOCCOCCOCCOCCOCC1, predict the reaction product. (2) Given the reactants C(O[C:6](=O)[NH:7][N:8]1[CH2:13][CH2:12][N:11]([CH2:14][C:15]2([CH3:26])[O:19][C:18]3=[N:20][C:21]([N+:23]([O-:25])=[O:24])=[CH:22][N:17]3[CH2:16]2)[CH2:10][CH2:9]1)(C)(C)C.[F:28][C:29]([F:40])([F:39])[O:30][C:31]1[CH:38]=[CH:37][C:34](C=O)=[CH:33][CH:32]=1.FC(F)(F)C(O)=O.C(=O)([O-])O.[Na+], predict the reaction product. The product is: [CH3:26][C:15]1([CH2:14][N:11]2[CH2:12][CH2:13][N:8]([N:7]=[CH:6][C:34]3[CH:33]=[CH:32][C:31]([O:30][C:29]([F:28])([F:39])[F:40])=[CH:38][CH:37]=3)[CH2:9][CH2:10]2)[O:19][C:18]2=[N:20][C:21]([N+:23]([O-:25])=[O:24])=[CH:22][N:17]2[CH2:16]1.